This data is from Catalyst prediction with 721,799 reactions and 888 catalyst types from USPTO. The task is: Predict which catalyst facilitates the given reaction. (1) Reactant: [Cl:1][C:2]1[CH:27]=[CH:26][C:5]([C:6]([NH:8][CH:9]([C:20]2[CH:25]=[CH:24][CH:23]=[CH:22][CH:21]=2)[CH2:10][CH2:11][NH:12]C(=O)OC(C)(C)C)=[O:7])=[CH:4][C:3]=1[NH:28][C:29]([C:31]1[C:40](=[O:41])[NH:39][C:34]2[N:35]=[CH:36][N:37]=[CH:38][C:33]=2[CH:32]=1)=[O:30].Cl. Product: [ClH:1].[NH2:12][CH2:11][CH2:10][CH:9]([NH:8][C:6]([C:5]1[CH:26]=[CH:27][C:2]([Cl:1])=[C:3]([NH:28][C:29]([C:31]2[C:40](=[O:41])[NH:39][C:34]3[N:35]=[CH:36][N:37]=[CH:38][C:33]=3[CH:32]=2)=[O:30])[CH:4]=1)=[O:7])[C:20]1[CH:21]=[CH:22][CH:23]=[CH:24][CH:25]=1. The catalyst class is: 12. (2) Reactant: [OH:1][C:2]1[CH:7]=[C:6]([C:8]#[N:9])[CH:5]=[CH:4][N:3]=1.C([O-])([O-])=O.[K+].[K+].[Na+].[I-].[Cl:18][C:19]1[CH:20]=[CH:21][C:22]2[S:26][C:25]([CH2:27]Cl)=[N:24][C:23]=2[CH:29]=1. Product: [Cl:18][C:19]1[CH:20]=[CH:21][C:22]2[S:26][C:25]([CH2:27][O:1][C:2]3[CH:7]=[C:6]([CH:5]=[CH:4][N:3]=3)[C:8]#[N:9])=[N:24][C:23]=2[CH:29]=1. The catalyst class is: 18. (3) Reactant: Cl[CH2:2][C:3]1[C:4]([CH3:9])=[N:5][CH:6]=[CH:7][CH:8]=1.[OH:10][C:11]1[CH:16]=[CH:15][C:14]([CH2:17][C:18]([O:20][CH2:21][CH3:22])=[O:19])=[CH:13][CH:12]=1.C([O-])([O-])=O.[K+].[K+]. Product: [CH3:9][C:4]1[C:3]([CH2:2][O:10][C:11]2[CH:12]=[CH:13][C:14]([CH2:17][C:18]([O:20][CH2:21][CH3:22])=[O:19])=[CH:15][CH:16]=2)=[CH:8][CH:7]=[CH:6][N:5]=1. The catalyst class is: 23. (4) Reactant: [F:1][C:2]([F:14])([F:13])[C:3]1[CH:4]=[C:5]([C:9](=O)[CH2:10][CH3:11])[CH:6]=[CH:7][CH:8]=1.[C-:15]#[N:16].[Na+].[Cl-:18].[NH4+:19].N.[OH2:21]. Product: [ClH:18].[NH2:19][C:9]([C:5]1[CH:6]=[CH:7][CH:8]=[C:3]([C:2]([F:14])([F:13])[F:1])[CH:4]=1)([CH2:10][CH3:11])[C:15]([NH2:16])=[O:21]. The catalyst class is: 8. (5) Reactant: [O:1]=[C:2]([CH3:6])[CH2:3][C:4]#[N:5].[CH:7](OCC)(OCC)[O:8][CH2:9][CH3:10]. Product: [CH2:9]([O:8]/[CH:7]=[C:3](\[C:2](=[O:1])[CH3:6])/[C:4]#[N:5])[CH3:10]. The catalyst class is: 152. (6) Reactant: [NH2:1][C:2]1[O:6][N:5]=[C:4]([C:7]2[CH:12]=[CH:11][C:10]([O:13][C:14]([F:17])([F:16])[F:15])=[CH:9][CH:8]=2)[C:3]=1[C:18]([OH:20])=O.Cl.C(N=C=NCCCN(C)C)C.[F:33][C:34]([F:48])([F:47])[C:35]1[CH:36]=[C:37]([N:41]2[CH2:46][CH2:45][NH:44][CH2:43][CH2:42]2)[CH:38]=[CH:39][CH:40]=1. Product: [NH2:1][C:2]1[O:6][N:5]=[C:4]([C:7]2[CH:12]=[CH:11][C:10]([O:13][C:14]([F:17])([F:15])[F:16])=[CH:9][CH:8]=2)[C:3]=1[C:18]([N:44]1[CH2:43][CH2:42][N:41]([C:37]2[CH:38]=[CH:39][CH:40]=[C:35]([C:34]([F:47])([F:48])[F:33])[CH:36]=2)[CH2:46][CH2:45]1)=[O:20]. The catalyst class is: 4. (7) Reactant: [NH2:1][C:2]1[CH:3]=[CH:4][C:5]([O:12][CH:13]([C:20]2[CH:25]=[CH:24][CH:23]=[CH:22][CH:21]=2)[C:14]2[CH:19]=[CH:18][CH:17]=[CH:16][CH:15]=2)=[C:6]([C:8](=[O:11])[CH2:9][CH3:10])[CH:7]=1.[C:26]1([N:32]=[C:33]=[O:34])[CH:31]=[CH:30][CH:29]=[CH:28][CH:27]=1.O. Product: [CH:13]([O:12][C:5]1[CH:4]=[CH:3][C:2]([NH:1][C:33]([NH:32][C:26]2[CH:31]=[CH:30][CH:29]=[CH:28][CH:27]=2)=[O:34])=[CH:7][C:6]=1[C:8](=[O:11])[CH2:9][CH3:10])([C:14]1[CH:15]=[CH:16][CH:17]=[CH:18][CH:19]=1)[C:20]1[CH:21]=[CH:22][CH:23]=[CH:24][CH:25]=1. The catalyst class is: 1. (8) Reactant: [CH3:1][C:2]1([CH3:15])[CH2:8][O:7][C:6]2[CH:9]=[CH:10][C:11]([CH2:13][OH:14])=[CH:12][C:5]=2[O:4][CH2:3]1.C1C=CC(P(C2C=CC=CC=2)C2C=CC=CC=2)=CC=1.[CH2:35]([O:37][C:38](=[O:46])[C:39]1[CH:44]=[CH:43][C:42](O)=[CH:41][CH:40]=1)[CH3:36].CC(OC(/N=N/C(OC(C)(C)C)=O)=O)(C)C. Product: [CH2:35]([O:37][C:38](=[O:46])[C:39]1[CH:44]=[CH:43][C:42]([O:14][CH2:13][C:11]2[CH:10]=[CH:9][C:6]3[O:7][CH2:8][C:2]([CH3:15])([CH3:1])[CH2:3][O:4][C:5]=3[CH:12]=2)=[CH:41][CH:40]=1)[CH3:36]. The catalyst class is: 2. (9) Reactant: N1[C:14]2[C:5](=[CH:6][CH:7]=[C:8]3[C:13]=2N=CC=[CH:9]3)[CH:4]=CC=1.C[C:16](C)=[O:17].[C:19](=[O:21])=O.[Li]CCCC.[CH:27](N1CCCCC1)=[O:28].CC[O:37]CC. Product: [CH3:27][O:28][CH:4]([O:17][CH3:16])[C:5]1[CH:6]=[CH:7][C:8]([CH:9]=[O:37])=[C:13]([O:21][CH3:19])[CH:14]=1. The catalyst class is: 6.